This data is from Full USPTO retrosynthesis dataset with 1.9M reactions from patents (1976-2016). The task is: Predict the reactants needed to synthesize the given product. (1) Given the product [CH3:1][N:2]([S:29]([C:32]1[S:33][CH:34]=[CH:35][CH:36]=1)(=[O:30])=[O:31])[C:3]1[CH:4]=[CH:5][CH:6]=[C:7]2[C:11]=1[NH:10][C:9]([C:12]1[S:13][CH:14]=[C:15]([CH2:17][CH2:18][C:19]([OH:21])=[O:20])[N:16]=1)=[CH:8]2, predict the reactants needed to synthesize it. The reactants are: [CH3:1][N:2]([S:29]([C:32]1[S:33][CH:34]=[CH:35][CH:36]=1)(=[O:31])=[O:30])[C:3]1[CH:4]=[CH:5][CH:6]=[C:7]2[C:11]=1[NH:10][C:9]([C:12]1[S:13][CH:14]=[C:15]([CH2:17][CH:18](C(OCC)=O)[C:19]([O:21]CC)=[O:20])[N:16]=1)=[CH:8]2.[OH-].[Na+].O1CCCC1. (2) Given the product [ClH:30].[CH3:1][C@@H:2]1[CH2:6][CH2:5][CH2:4][N:3]1[CH2:7][CH2:8][CH2:9][O:10][C:11]1[CH:16]=[CH:15][C:14]([N:17]2[CH:21]=[C:20]([C:22]([N:24]3[CH2:25][CH2:26][O:27][CH2:28][CH2:29]3)=[O:23])[CH:19]=[N:18]2)=[CH:13][CH:12]=1, predict the reactants needed to synthesize it. The reactants are: [CH3:1][C@@H:2]1[CH2:6][CH2:5][CH2:4][N:3]1[CH2:7][CH2:8][CH2:9][O:10][C:11]1[CH:16]=[CH:15][C:14]([N:17]2[CH:21]=[C:20]([C:22]([N:24]3[CH2:29][CH2:28][O:27][CH2:26][CH2:25]3)=[O:23])[CH:19]=[N:18]2)=[CH:13][CH:12]=1.[ClH:30]. (3) Given the product [CH2:3]([N:2]([CH3:1])[C:7](=[O:8])[O:9][CH:10]([CH3:12])[CH3:11])[CH:4]=[CH2:5], predict the reactants needed to synthesize it. The reactants are: [CH3:1][NH:2][CH2:3][CH:4]=[CH2:5].Cl[C:7]([O:9][CH:10]([CH3:12])[CH3:11])=[O:8].C(N(CC)CC)C. (4) Given the product [CH2:1]([O:5][C:6]1[CH:7]=[CH:8][C:9]([CH2:12][N:34]=[C:27]=[O:26])=[CH:10][CH:11]=1)[CH:2]([CH3:3])[CH3:4], predict the reactants needed to synthesize it. The reactants are: [CH2:1]([O:5][C:6]1[CH:11]=[CH:10][C:9]([CH2:12]C(O)=O)=[CH:8][CH:7]=1)[CH:2]([CH3:4])[CH3:3].OC1C=CC(CC([O:26][CH3:27])=O)=CC=1.C(Br)C(C)C.C[N:34](C1C2C(N(C)C)=CC=CC=2C=CC=1)C.C1(P(N=[N+]=[N-])(C2C=CC=CC=2)=O)C=CC=CC=1.